Dataset: Full USPTO retrosynthesis dataset with 1.9M reactions from patents (1976-2016). Task: Predict the reactants needed to synthesize the given product. Given the product [ClH:21].[CH3:17][N:18]([C:22]1[CH:27]=[CH:26][CH:25]=[CH:24][CH:23]=1)[C:9]([N:11]1[CH2:12][CH2:13][NH:14][CH2:15][CH2:16]1)=[O:10], predict the reactants needed to synthesize it. The reactants are: C(#N)C.C(O[C:9]([N:11]1[CH2:16][CH2:15][NH:14][CH2:13][CH2:12]1)=[O:10])(C)(C)C.[CH3:17][N:18]([C:22]1[CH:27]=[CH:26][CH:25]=[CH:24][CH:23]=1)C([Cl:21])=O.Cl.